The task is: Predict which catalyst facilitates the given reaction.. This data is from Catalyst prediction with 721,799 reactions and 888 catalyst types from USPTO. (1) Reactant: [CH3:1][O:2][C:3]([C:5]1[CH:10]=[C:9]([Br:11])[C:8](=[O:12])[N:7]([C@@H:13]([C:15]2[CH:20]=[CH:19][CH:18]=[CH:17][CH:16]=2)[CH3:14])[C:6]=1[CH2:21]Br)=[O:4].[CH3:23][O:24][C:25](=[O:38])[CH2:26][NH:27][S:28]([C:31]1[CH:36]=[CH:35][C:34]([CH3:37])=[CH:33][CH:32]=1)(=[O:30])=[O:29].[I-].[Na+].C(=O)([O-])[O-].[K+].[K+]. Product: [CH3:1][O:2][C:3]([C:5]1[CH:10]=[C:9]([Br:11])[C:8](=[O:12])[N:7]([C@@H:13]([C:15]2[CH:20]=[CH:19][CH:18]=[CH:17][CH:16]=2)[CH3:14])[C:6]=1[CH2:21][N:27]([CH2:26][C:25]([O:24][CH3:23])=[O:38])[S:28]([C:31]1[CH:32]=[CH:33][C:34]([CH3:37])=[CH:35][CH:36]=1)(=[O:30])=[O:29])=[O:4]. The catalyst class is: 163. (2) Reactant: [OH-].[Na+].Cl.[NH:4]1[CH2:7][CH:6]([OH:8])[CH2:5]1.[C:9](O[C:9]([O:11][C:12]([CH3:15])([CH3:14])[CH3:13])=[O:10])([O:11][C:12]([CH3:15])([CH3:14])[CH3:13])=[O:10]. Product: [OH:8][CH:6]1[CH2:7][N:4]([C:9]([O:11][C:12]([CH3:15])([CH3:14])[CH3:13])=[O:10])[CH2:5]1. The catalyst class is: 69. (3) Reactant: [CH3:1][O:2][C:3]1[CH:8]=[CH:7][C:6]([C:9]2[C:17]3[C:12](=[CH:13][CH:14]=[CH:15][CH:16]=3)[N:11]([S:18]([C:21]3[CH:26]=[CH:25][CH:24]=[C:23]([C:27]([F:30])([F:29])[F:28])[CH:22]=3)(=[O:20])=[O:19])[C:10]=2[C:31]([O:33]C(C)(C)C)=[O:32])=[CH:5][CH:4]=1.C(=O)(O)[O-].[Na+]. Product: [CH3:1][O:2][C:3]1[CH:4]=[CH:5][C:6]([C:9]2[C:17]3[C:12](=[CH:13][CH:14]=[CH:15][CH:16]=3)[N:11]([S:18]([C:21]3[CH:26]=[CH:25][CH:24]=[C:23]([C:27]([F:28])([F:29])[F:30])[CH:22]=3)(=[O:19])=[O:20])[C:10]=2[C:31]([OH:33])=[O:32])=[CH:7][CH:8]=1. The catalyst class is: 55.